The task is: Predict which catalyst facilitates the given reaction.. This data is from Catalyst prediction with 721,799 reactions and 888 catalyst types from USPTO. (1) Reactant: [OH:1][CH:2]([CH2:8][CH:9]([OH:34])/[CH:10]=[CH:11]/[C:12]1([C:26]2[CH:31]=[CH:30][CH:29]=[C:28]([O:32][CH3:33])[CH:27]=2)[CH2:17][CH2:16][N:15]([C:18]2[CH:23]=[CH:22][CH:21]=[CH:20][C:19]=2[O:24][CH3:25])[CH2:14][CH2:13]1)[CH2:3][C:4]([O:6]C)=[O:5].[OH-].[Na+].[Cl-].[NH4+]. Product: [OH:1][CH:2]([CH2:8][CH:9]([OH:34])/[CH:10]=[CH:11]/[C:12]1([C:26]2[CH:31]=[CH:30][CH:29]=[C:28]([O:32][CH3:33])[CH:27]=2)[CH2:17][CH2:16][N:15]([C:18]2[CH:23]=[CH:22][CH:21]=[CH:20][C:19]=2[O:24][CH3:25])[CH2:14][CH2:13]1)[CH2:3][C:4]([OH:6])=[O:5]. The catalyst class is: 8. (2) Product: [CH3:2][C:3]1[CH:4]=[C:5]([NH2:20])[CH:6]=[CH:7][C:8]=1[O:9][C:10]1[CH:19]=[CH:18][C:13]2[N:14]([CH3:17])[CH:15]=[N:16][C:12]=2[CH:11]=1. The catalyst class is: 24. Reactant: Cl.[CH3:2][C:3]1[CH:4]=[C:5]([NH:20]C=O)[CH:6]=[CH:7][C:8]=1[O:9][C:10]1[CH:19]=[CH:18][C:13]2[N:14]([CH3:17])[CH:15]=[N:16][C:12]=2[CH:11]=1.C(=O)(O)[O-].[Na+].